Dataset: NCI-60 drug combinations with 297,098 pairs across 59 cell lines. Task: Regression. Given two drug SMILES strings and cell line genomic features, predict the synergy score measuring deviation from expected non-interaction effect. (1) Drug 1: C1CNP(=O)(OC1)N(CCCl)CCCl. Drug 2: CC1C(C(CC(O1)OC2CC(CC3=C2C(=C4C(=C3O)C(=O)C5=CC=CC=C5C4=O)O)(C(=O)C)O)N)O. Cell line: UACC62. Synergy scores: CSS=59.9, Synergy_ZIP=-1.56, Synergy_Bliss=0.0179, Synergy_Loewe=-61.8, Synergy_HSA=0.732. (2) Drug 2: C1CNP(=O)(OC1)N(CCCl)CCCl. Synergy scores: CSS=-3.97, Synergy_ZIP=2.50, Synergy_Bliss=0.343, Synergy_Loewe=-4.31, Synergy_HSA=-4.53. Cell line: OVCAR-8. Drug 1: COC1=NC(=NC2=C1N=CN2C3C(C(C(O3)CO)O)O)N. (3) Cell line: UACC62. Drug 1: C1CC2CC3=C(CC1C24CN(S(=O)(=O)N4)CC(F)(F)F)C=CC(=C3)C=CCN5CCC(CC5)C(F)(F)F. Synergy scores: CSS=18.9, Synergy_ZIP=-12.9, Synergy_Bliss=-16.8, Synergy_Loewe=-12.6, Synergy_HSA=-9.56. Drug 2: C1CCC(C(C1)[NH-])[NH-].C(=O)(C(=O)[O-])[O-].[Pt+4]. (4) Drug 1: CCC1(CC2CC(C3=C(CCN(C2)C1)C4=CC=CC=C4N3)(C5=C(C=C6C(=C5)C78CCN9C7C(C=CC9)(C(C(C8N6C)(C(=O)OC)O)OC(=O)C)CC)OC)C(=O)OC)O.OS(=O)(=O)O. Drug 2: COC1=C2C(=CC3=C1OC=C3)C=CC(=O)O2. Cell line: MCF7. Synergy scores: CSS=1.12, Synergy_ZIP=-2.59, Synergy_Bliss=-5.28, Synergy_Loewe=0.610, Synergy_HSA=-4.12.